Dataset: hERG Central: cardiac toxicity at 1µM, 10µM, and general inhibition. Task: Predict hERG channel inhibition at various concentrations. (1) The drug is O=C(Cn1nc(-c2ccccc2)ccc1=O)N1CCCCC1. Results: hERG_inhib (hERG inhibition (general)): blocker. (2) The molecule is O=C(OCC(=O)c1ccc([N+](=O)[O-])cc1)/C(=C/c1ccc(Cl)cc1)NC(=O)c1ccccc1. Results: hERG_inhib (hERG inhibition (general)): blocker. (3) The drug is CN(CCCNC(=O)CSc1cc(=O)n(C)c2cc(Cl)ccc12)Cc1ccccc1. Results: hERG_inhib (hERG inhibition (general)): blocker. (4) The molecule is CCC(=O)N1CCN(c2ccccc2NC(=S)NC(=O)c2cccc([N+](=O)[O-])c2)CC1. Results: hERG_inhib (hERG inhibition (general)): blocker. (5) The molecule is COc1ccc(NC(=O)NC2CC3CCCC(C2)N3Cc2ccccc2)cc1. Results: hERG_inhib (hERG inhibition (general)): blocker. (6) The molecule is O=C(COC(=O)c1ccc([N+](=O)[O-])s1)Nc1ncc(C(F)(F)F)cc1Cl. Results: hERG_inhib (hERG inhibition (general)): blocker. (7) The compound is COC(=O)c1c(C(=O)OC)n(CCCN)c2ccc(C)cc12.Cl. Results: hERG_inhib (hERG inhibition (general)): blocker. (8) The molecule is CCn1c(=N)c(C(=O)NCCCOC)cc2c(=O)n3cccc(C)c3nc21. Results: hERG_inhib (hERG inhibition (general)): blocker. (9) The drug is CC(=O)N1CCN(c2ccc(NC(=O)c3ccc(Br)o3)cc2Cl)CC1. Results: hERG_inhib (hERG inhibition (general)): blocker. (10) The molecule is O=c1c2cc(NC(=S)NC3CCCC3)ccc2nc2n1CCCCC2. Results: hERG_inhib (hERG inhibition (general)): blocker.